This data is from Catalyst prediction with 721,799 reactions and 888 catalyst types from USPTO. The task is: Predict which catalyst facilitates the given reaction. Reactant: FC(F)(F)COP([CH2:13][C:14]([O:16][CH3:17])=[O:15])(OCC(F)(F)F)=O.C1OCCOCCOCCOCCOCCOC1.C[Si]([N-][Si](C)(C)C)(C)C.[Na+].[Cl:48][C:49]1[CH:50]=[C:51]([C:59]2[O:63][N:62]=[C:61]([C:64]3[CH:65]=[CH:66][CH:67]=[C:68]4[C:72]=3[N:71]([CH3:73])[CH:70]=[C:69]4[CH:74]=O)[N:60]=2)[CH:52]=[CH:53][C:54]=1[O:55][CH:56]([CH3:58])[CH3:57]. Product: [Cl:48][C:49]1[CH:50]=[C:51]([C:59]2[O:63][N:62]=[C:61]([C:64]3[CH:65]=[CH:66][CH:67]=[C:68]4[C:72]=3[N:71]([CH3:73])[CH:70]=[C:69]4/[CH:74]=[CH:13]\[C:14]([O:16][CH3:17])=[O:15])[N:60]=2)[CH:52]=[CH:53][C:54]=1[O:55][CH:56]([CH3:57])[CH3:58]. The catalyst class is: 1.